This data is from Drug-target binding data from BindingDB using Ki measurements. The task is: Regression. Given a target protein amino acid sequence and a drug SMILES string, predict the binding affinity score between them. We predict pKi (pKi = -log10(Ki in M); higher means stronger inhibition). Dataset: bindingdb_ki. (1) The small molecule is Oc1cc2c(cc1O)[C@@H]1c3ccccc3CN[C@@H]1CC2. The target protein (Q9QWS8) has sequence MPVMKGLLAPQNTFLDTIATRFDGTHSNFILANAQVAKGFPIVYCSDGFCELAGFARTEVMQKSCSCKFLFGVETNEQLMLQIEKSLEEKVEFKGEIMFYKKNGAPFWCLLDIVPIKNEKGDVVLFLASFKDITDTKVKITSEDKKEDRAKGRSRAGSHFDSARRRSRAVLYHISGHLQRREKNKLKINNNVFVDKPAFPEYKVSDAKKSKFILLHFSTFKAGWDWLILLATFYVAVTVPYNVCFIGNEDLSTTRSTTVSDIAVEILFIIDIILNFRTTYVSKSGQVIFEARSICIHYVTTWFIIDLIAALPFDLLYAFNVTVVSLVHLLKTVRLLRLLRLLQKLDRYSQHSTIVLTLLMSMFALLAHWMACIWYVIGKMEREDNSLLKWEVGWLHELGKRLESPYYGNNTLGGPSIRSAYIAALYFTLSSLTSVGFGNVSANTDAEKIFSICTMLIGALMHALVFGNVTAIIQRMYSRWSLYHTRTKDLKDFIRVHHLP.... The pKi is 5.0. (2) The compound is CC(C)(COP(=O)([O-])OP(=O)([O-])OC[C@H]1O[C@@H](n2cnc3c(N)ncnc32)[C@H](O)[C@@H]1OP(=O)([O-])[O-])[C@@H](O)C(=O)NCCC(=O)NCCSCCCC(=O)NC[C@H]1O[C@H](O[C@@H]2[C@@H](N)C[C@@H](N)[C@H](O)[C@H]2O)[C@H](N)[C@@H](O)[C@@H]1O. The target protein sequence is MIISEFDRDNLVLRDQLADLLRLTWPDEYGEQPMKEVERLLEDERIAVSAIEGDELIGFVGAIPQYGQTGWELHPLVVESMYRKQQVGTRLVSYLEKEIASQGGIVVYLGTDDVEGQTSLAIEEDLFEDTFDKLETIQNRKDHPYEFYEKLGYQIVGVIPDANGWNKPDIWMAKRIARKHGSE. The pKi is 6.8. (3) The compound is N=C(N)c1ccc(CNC(=O)CNC(=O)[C@@H](CO)NS(=O)(=O)Cc2ccncc2)cc1. The target protein (P49616) has sequence MGLLRRRLLLLVVVVTTCVPASQGLRCIQCESNQDCLVEECALGQDLCRTTVLREWEDAEELEVVTRGCAHKEKTNRTMSYRMGSVIVSLTETVCATNLCNRPRPGARGRPFPRGRYLECASCTSLDQSCERGREQSLQCRYPTEHCIEVVTLQSTERSVKDEPYTKGCGSLPGCPGTAGFHSNQTFHFLKCCNFTQCNGGPVLDLQSLPPNGFQCYSCEGNSTFGCSYEETSLIDCRGPMNQCLEATGLDVLGNRSYTVRGCATASWCQGSHVADSFQTHVNLSISCCNGSGCNRPTGGAPGPGPAHLILIASLLLTLRLWGIPLWT. The pKi is 7.0.